From a dataset of Reaction yield outcomes from USPTO patents with 853,638 reactions. Predict the reaction yield, written as a fraction of the theoretical maximum amount of product (1.0 means a 100% yield; for example, 0.34 means a 34% yield). The yield is 0.760. The product is [Br:1][C:2]1[N:6]2[CH:7]=[C:8]([C:13]([OH:15])=[O:14])[N:9]=[C:10]([S:11][CH3:12])[C:5]2=[N:4][CH:3]=1. The catalyst is C1COCC1. The reactants are [Br:1][C:2]1[N:6]2[CH:7]=[C:8]([C:13]([O:15]CC)=[O:14])[N:9]=[C:10]([S:11][CH3:12])[C:5]2=[N:4][CH:3]=1.[OH-].[Li+].